Dataset: Catalyst prediction with 721,799 reactions and 888 catalyst types from USPTO. Task: Predict which catalyst facilitates the given reaction. Reactant: [C:1]([NH:5][C:6]1[CH:11]=[CH:10][C:9]([NH:12][C:13](=[O:20])OCC(Cl)(Cl)Cl)=[CH:8][CH:7]=1)(=[O:4])[CH2:2][CH3:3].[C:21]1([C:27]2[N:31]=[C:30]([N:32]3[CH2:37][CH2:36][NH:35][CH2:34][CH2:33]3)[S:29][N:28]=2)[CH:26]=[CH:25][CH:24]=[CH:23][CH:22]=1.C(N(C(C)C)CC)(C)C.CS(C)=O. Product: [C:21]1([C:27]2[N:31]=[C:30]([N:32]3[CH2:37][CH2:36][N:35]([C:13]([NH:12][C:9]4[CH:8]=[CH:7][C:6]([NH:5][C:1](=[O:4])[CH2:2][CH3:3])=[CH:11][CH:10]=4)=[O:20])[CH2:34][CH2:33]3)[S:29][N:28]=2)[CH:22]=[CH:23][CH:24]=[CH:25][CH:26]=1. The catalyst class is: 6.